Task: Predict the reaction yield, written as a fraction of the theoretical maximum amount of product (1.0 means a 100% yield; for example, 0.34 means a 34% yield).. Dataset: Reaction yield outcomes from USPTO patents with 853,638 reactions (1) The reactants are [F:1][C:2]1[CH:7]=[CH:6][C:5]([C:8]2[N:9]=[C:10]([NH2:14])[N:11]=[N:12][CH:13]=2)=[CH:4][CH:3]=1.[Br:15]N1C(=O)CCC1=O. No catalyst specified. The product is [Br:15][C:13]1[N:12]=[N:11][C:10]([NH2:14])=[N:9][C:8]=1[C:5]1[CH:4]=[CH:3][C:2]([F:1])=[CH:7][CH:6]=1. The yield is 0.490. (2) The reactants are [N:1]1([CH:7]2[CH2:12][CH2:11][N:10]([C:13]([C:15]3[CH:16]=[C:17]4[C:21](=[CH:22][CH:23]=3)[NH:20][C:19]([C:24]([N:26]3[CH2:31][CH2:30][C:29]([F:33])([F:32])[CH2:28][CH2:27]3)=[O:25])=[CH:18]4)=[O:14])[CH2:9][CH2:8]2)[CH2:6][CH2:5][CH2:4][CH2:3][CH2:2]1.[Cl:34][C:35]1[CH:40]=[CH:39][C:38](B(O)O)=[CH:37][N:36]=1.N1C=CC=CC=1. The catalyst is ClCCl.C([O-])(=O)C.[Cu+2].C([O-])(=O)C. The product is [N:1]1([CH:7]2[CH2:12][CH2:11][N:10]([C:13]([C:15]3[CH:16]=[C:17]4[C:21](=[CH:22][CH:23]=3)[N:20]([C:38]3[CH:37]=[N:36][C:35]([Cl:34])=[CH:40][CH:39]=3)[C:19]([C:24]([N:26]3[CH2:31][CH2:30][C:29]([F:33])([F:32])[CH2:28][CH2:27]3)=[O:25])=[CH:18]4)=[O:14])[CH2:9][CH2:8]2)[CH2:2][CH2:3][CH2:4][CH2:5][CH2:6]1. The yield is 0.570. (3) The reactants are [CH3:1][O:2][C:3]1[CH:4]=[C:5]2[C:10](=[CH:11][C:12]=1[O:13][CH3:14])[N:9]=[CH:8][CH:7]=[C:6]2[O:15][C:16]1[CH:21]=[CH:20][C:19]([NH:22][C:23]([C:25]2[C:26](=[O:52])[N:27]([C:46]3[CH:51]=[CH:50][CH:49]=[CH:48][CH:47]=3)[N:28]([CH2:31][C@H:32]([O:34][C:35](=[O:45])[CH2:36][NH:37]C(OC(C)(C)C)=O)[CH3:33])[C:29]=2[CH3:30])=[O:24])=[CH:18][C:17]=1[F:53].[ClH:54]. The catalyst is CCOC(C)=O. The product is [ClH:54].[NH2:37][CH2:36][C:35]([O:34][C@H:32]([CH3:33])[CH2:31][N:28]1[C:29]([CH3:30])=[C:25]([C:23](=[O:24])[NH:22][C:19]2[CH:20]=[CH:21][C:16]([O:15][C:6]3[C:5]4[C:10](=[CH:11][C:12]([O:13][CH3:14])=[C:3]([O:2][CH3:1])[CH:4]=4)[N:9]=[CH:8][CH:7]=3)=[C:17]([F:53])[CH:18]=2)[C:26](=[O:52])[N:27]1[C:46]1[CH:47]=[CH:48][CH:49]=[CH:50][CH:51]=1)=[O:45]. The yield is 0.830. (4) The reactants are [Cl:1][C:2]1[C:10]2[N:9]=[C:8]3[N:11]([C:15]4[CH:23]=[CH:22][C:18]([C:19]([NH2:21])=[O:20])=[CH:17][C:16]=4[CH3:24])[CH2:12][CH2:13][CH2:14][N:7]3[C:6]=2[C:5]([CH2:25][OH:26])=[CH:4][CH:3]=1.CC(OI1(OC(C)=O)(OC(C)=O)OC(=O)C2C=CC=CC1=2)=O. The catalyst is C(#N)C.CS(C)=O.C(=O)(O)[O-].[Na+].S([O-])([O-])(=O)=S.[Na+].[Na+]. The product is [Cl:1][C:2]1[C:10]2[N:9]=[C:8]3[N:11]([C:15]4[CH:23]=[CH:22][C:18]([C:19]([NH2:21])=[O:20])=[CH:17][C:16]=4[CH3:24])[CH2:12][CH2:13][CH2:14][N:7]3[C:6]=2[C:5]([CH:25]=[O:26])=[CH:4][CH:3]=1. The yield is 0.780. (5) The reactants are [CH3:1][NH:2][CH2:3][CH2:4][NH2:5].[F:6][C:7]([F:14])([F:13])[C:8]([O:10]CC)=O.O. The catalyst is C(#N)C. The product is [F:14][C:7]([F:6])([F:13])[C:8]([NH:5][CH2:4][CH2:3][NH:2][CH3:1])=[O:10]. The yield is 0.940.